This data is from Full USPTO retrosynthesis dataset with 1.9M reactions from patents (1976-2016). The task is: Predict the reactants needed to synthesize the given product. (1) Given the product [CH2:17]([C@:10]1([CH2:9][NH:8][C:6](=[O:7])[O:5][C:1]([CH3:2])([CH3:3])[CH3:4])[CH2:15][CH2:14][CH2:13][CH2:12][C:11]1=[O:16])[CH:23]=[CH2:24], predict the reactants needed to synthesize it. The reactants are: [C:1]([O:5][C:6]([NH:8][CH2:9][C:10]1([C:17](OCC=C)=O)[CH2:15][CH2:14][CH2:13][CH2:12][C:11]1=[O:16])=[O:7])([CH3:4])([CH3:3])[CH3:2].[CH3:23][CH2:24]OC(C)=O. (2) Given the product [C:1]([NH2:13])(=[O:10])[CH:2]=[CH2:3].[CH3:31][Cl:32].[C:33]([O:37][CH2:38][CH2:39][N:40]([CH3:42])[CH3:41])(=[O:36])[CH:34]=[CH2:35], predict the reactants needed to synthesize it. The reactants are: [C:1]([OH:10])(=O)[CH2:2][CH2:3][CH2:3][CH2:2][C:1]([OH:10])=O.C(N(CC(O)=O)CC(O)=O)C[N:13](CC(O)=O)CC(O)=O.[CH3:31][Cl:32].[C:33]([O:37][CH2:38][CH2:39][N:40]([CH3:42])[CH3:41])(=[O:36])[CH:34]=[CH2:35].CCCCCCCC/C=C\CCCCCCCC(OC[C@@H](O)C1OC[C@H](O)[C@H]1O)=O.